From a dataset of Catalyst prediction with 721,799 reactions and 888 catalyst types from USPTO. Predict which catalyst facilitates the given reaction. Reactant: [C:1]([O:5][C:6]([NH:8][C@@H:9]([CH2:25][CH2:26][CH2:27][NH:28][C:29](N1C=CN=C1)=[O:30])[C:10]([NH:12][C:13]1[CH:18]=[CH:17][CH:16]=[CH:15][C:14]=1[CH2:19][CH2:20][C:21]([O:23][CH3:24])=[O:22])=[O:11])=[O:7])([CH3:4])([CH3:3])[CH3:2].[CH3:36][C:37]1[CH:42]=[CH:41][C:40]([CH2:43][OH:44])=[CH:39][CH:38]=1. Product: [C:1]([O:5][C:6]([NH:8][C@@H:9]([CH2:25][CH2:26][CH2:27][NH:28][C:29]([O:44][CH2:43][C:40]1[CH:41]=[CH:42][C:37]([CH3:36])=[CH:38][CH:39]=1)=[O:30])[C:10]([NH:12][C:13]1[CH:18]=[CH:17][CH:16]=[CH:15][C:14]=1[CH2:19][CH2:20][C:21]([O:23][CH3:24])=[O:22])=[O:11])=[O:7])([CH3:2])([CH3:3])[CH3:4]. The catalyst class is: 10.